From a dataset of Reaction yield outcomes from USPTO patents with 853,638 reactions. Predict the reaction yield, written as a fraction of the theoretical maximum amount of product (1.0 means a 100% yield; for example, 0.34 means a 34% yield). The reactants are Cl[C:2]1[N:7]=[C:6]([NH:8][C:9]2[CH:14]=[CH:13][C:12]3[O:15][CH2:16][CH2:17][O:18][C:11]=3[CH:10]=2)[C:5]([F:19])=[CH:4][N:3]=1.C(N(CC)C(C)C)(C)C.[CH2:29]([O:35][C:36]1[CH:42]=[CH:41][C:39]([NH2:40])=[CH:38][CH:37]=1)[CH2:30][CH2:31][CH2:32][CH2:33][CH3:34]. The catalyst is C(O)CO. The product is [CH2:17]1[CH2:16][O:15][C:12]2[CH:13]=[CH:14][C:9]([NH:8][C:6]3[C:5]([F:19])=[CH:4][N:3]=[C:2]([NH:40][C:39]4[CH:38]=[CH:37][C:36]([O:35][CH2:29][CH2:30][CH2:31][CH2:32][CH2:33][CH3:34])=[CH:42][CH:41]=4)[N:7]=3)=[CH:10][C:11]=2[O:18]1. The yield is 0.230.